Dataset: Forward reaction prediction with 1.9M reactions from USPTO patents (1976-2016). Task: Predict the product of the given reaction. (1) The product is: [F:1][C:2]([F:13])([F:14])[C:3]1[CH:11]=[CH:10][CH:9]=[C:8]2[C:4]=1[CH2:5][CH2:6][CH:7]2[NH:12][C:16]([NH2:15])=[O:17]. Given the reactants [F:1][C:2]([F:14])([F:13])[C:3]1[CH:11]=[CH:10][CH:9]=[C:8]2[C:4]=1[CH2:5][CH2:6][CH:7]2[NH2:12].[NH2:15][C:16](N)=[O:17].Cl, predict the reaction product. (2) Given the reactants [C:1]([N:8]1[CH2:12][CH2:11][C@@H:10]([CH2:13]Br)[CH2:9]1)([O:3][C:4]([CH3:7])([CH3:6])[CH3:5])=[O:2].[Cl:15][C:16]1[N:21]=[C:20]2[CH:22]=[CH:23][NH:24][C:19]2=[CH:18][C:17]=1[C:25]1[CH:32]=[CH:31][C:28]([C:29]#[N:30])=[CH:27][CH:26]=1.C(=O)([O-])[O-].[Cs+].[Cs+], predict the reaction product. The product is: [Cl:15][C:16]1[N:21]=[C:20]2[CH:22]=[CH:23][N:24]([CH2:13][C@@H:10]3[CH2:11][CH2:12][N:8]([C:1]([O:3][C:4]([CH3:7])([CH3:6])[CH3:5])=[O:2])[CH2:9]3)[C:19]2=[CH:18][C:17]=1[C:25]1[CH:32]=[CH:31][C:28]([C:29]#[N:30])=[CH:27][CH:26]=1. (3) The product is: [Br:7][C:4]1[S:3][C:2]([N:8]2[CH2:12][CH2:11][CH2:10][CH2:9]2)=[N:6][CH:5]=1. Given the reactants Br[C:2]1[S:3][C:4]([Br:7])=[CH:5][N:6]=1.[NH:8]1[CH2:12][CH2:11][CH2:10][CH2:9]1.CCN(C(C)C)C(C)C, predict the reaction product. (4) The product is: [Cl:1][C:2]1[CH:24]=[CH:23][C:22]([C:25]2[C:30]([F:31])=[CH:29][CH:28]=[CH:27][N:26]=2)=[CH:21][C:3]=1[C:4]([NH:6][C:7]1[N:11]([C:12]2[CH:17]=[CH:16][CH:15]=[CH:14][CH:13]=2)[N:10]=[C:9]([C:18]([NH:46][CH2:45][C@@H:41]2[O:42][CH2:43][CH2:44][NH:39][CH2:40]2)=[O:19])[CH:8]=1)=[O:5]. Given the reactants [Cl:1][C:2]1[CH:24]=[CH:23][C:22]([C:25]2[C:30]([F:31])=[CH:29][CH:28]=[CH:27][N:26]=2)=[CH:21][C:3]=1[C:4]([NH:6][C:7]1[N:11]([C:12]2[CH:17]=[CH:16][CH:15]=[CH:14][CH:13]=2)[N:10]=[C:9]([C:18](O)=[O:19])[CH:8]=1)=[O:5].C([N:39]1[CH2:44][CH2:43][O:42][C@@H:41]([CH2:45][NH2:46])[CH2:40]1)C1C=CC=CC=1.ClC(OC(Cl)C)=O, predict the reaction product. (5) The product is: [CH:2]([C:3]1[O:20][C:11]([C:12]2[CH:17]=[CH:16][C:15]([CH3:18])=[CH:14][CH:13]=2)=[N:10][C:4]=1[C:5]([O:7][CH2:8][CH3:9])=[O:6])([CH3:21])[CH3:1]. Given the reactants [CH3:1][CH:2]([CH3:21])[C:3](=[O:20])[CH:4]([NH:10][C:11](=O)[C:12]1[CH:17]=[CH:16][C:15]([CH3:18])=[CH:14][CH:13]=1)[C:5]([O:7][CH2:8][CH3:9])=[O:6], predict the reaction product.